Dataset: Reaction yield outcomes from USPTO patents with 853,638 reactions. Task: Predict the reaction yield, written as a fraction of the theoretical maximum amount of product (1.0 means a 100% yield; for example, 0.34 means a 34% yield). The reactants are [CH3:1][O:2][C:3]([C:5]1[NH:6][C:7]2[C:12]([C:13]=1[I:14])=[CH:11][CH:10]=[CH:9][CH:8]=2)=[O:4].[H-].[Na+].[C:17]1([CH3:27])[CH:22]=[CH:21][C:20]([S:23](Cl)(=[O:25])=[O:24])=[CH:19][CH:18]=1.C(OCC)(=O)C. The catalyst is CN(C=O)C. The product is [CH3:1][O:2][C:3]([C:5]1[N:6]([S:23]([C:20]2[CH:21]=[CH:22][C:17]([CH3:27])=[CH:18][CH:19]=2)(=[O:25])=[O:24])[C:7]2[C:12]([C:13]=1[I:14])=[CH:11][CH:10]=[CH:9][CH:8]=2)=[O:4]. The yield is 0.760.